Dataset: Catalyst prediction with 721,799 reactions and 888 catalyst types from USPTO. Task: Predict which catalyst facilitates the given reaction. (1) Reactant: [F:1][C:2]([F:28])([F:27])[C:3]([C:5]1[CH:10]=[CH:9][CH:8]=[CH:7][C:6]=1[N:11]([CH2:21][CH2:22][C:23]([F:26])([F:25])[F:24])[S:12]([C:15]1[CH:20]=[CH:19][CH:18]=[CH:17][CH:16]=1)(=[O:14])=[O:13])=[O:4].[H-].[Na+].FC(F)(F)CCN[S:36]([C:39]1C=CC=CC=1)(=[O:38])=[O:37].F[C:48](F)(F)[C:49]([C:51]1[CH:56]=[CH:55][CH:54]=[CH:53][C:52]=1F)=O. Product: [OH:4][C:3]([C:5]1[CH:10]=[CH:9][CH:8]=[CH:7][C:6]=1[N:11]([CH2:21][CH2:22][C:23]([F:26])([F:25])[F:24])[S:12]([C:15]1[CH:20]=[CH:19][CH:18]=[CH:17][CH:16]=1)(=[O:14])=[O:13])([C:2]([F:1])([F:27])[F:28])[C:48]#[C:49][C:51]1[CH:56]=[CH:55][C:54]([S:36]([CH3:39])(=[O:38])=[O:37])=[CH:53][CH:52]=1. The catalyst class is: 3. (2) Reactant: [CH2:1]([O:3][C:4](=[O:15])[CH2:5][C:6]1[CH:11]=[CH:10][C:9]([O:12][CH3:13])=[C:8]([OH:14])[CH:7]=1)[CH3:2].F[C:17]1[CH:24]=[CH:23][C:22]([C:25]([F:28])([F:27])[F:26])=[CH:21][C:18]=1[CH:19]=[O:20].C(=O)([O-])[O-].[K+].[K+]. Product: [CH2:1]([O:3][C:4](=[O:15])[CH2:5][C:6]1[CH:11]=[CH:10][C:9]([O:12][CH3:13])=[C:8]([O:14][C:17]2[CH:24]=[CH:23][C:22]([C:25]([F:28])([F:27])[F:26])=[CH:21][C:18]=2[CH:19]=[O:20])[CH:7]=1)[CH3:2]. The catalyst class is: 12.